From a dataset of Forward reaction prediction with 1.9M reactions from USPTO patents (1976-2016). Predict the product of the given reaction. Given the reactants C(O)C(N)(CO)CO.Cl.[CH2:10]([N:21]([CH2:26]C(O)=O)CC(O)=O)[CH2:11][N:12]([CH2:17][C:18]([OH:20])=O)CC(O)=O.[Cl-].[Na+].[O-:32][P:33]([O:36]P([O-])([O-])=O)(=[O:35])[O-:34].[Na+].[Na+].[Na+].[Na+].[F-].[Na+].CCC(C[O:53][C:54]([C:67](N(CC[NH+](C)C)C)=[O:68])([C:61]1C=CC=CC=1)C1C=CC=CC=1)CC.[Cl-].C1(CS(F)(=O)=O)C=CC=CC=1.C[C@H:89]([NH:104][C:105]([CH2:107][C@H:108](O)[C@@H:109](NC([C@@H](NC([C@@H](NC(CC(C)C)=O)C(C)C)=O)C(C)C)=O)[CH2:110][CH:111]([CH3:113])C)=O)C(N[C@H]([C@@H](O)CC(O)=O)CC(C)C)=O.CC(C[C@H](NC(C)=O)C(N[C@H](C(N[C@H](C(O)=O)CCC[N:156]=[C:157](N)[NH2:158])=O)CC(C)C)=O)C, predict the reaction product. The product is: [P:33]([O:36][CH2:61][C@H:54]1[O:53][C@@H:17]([N:12]2[C:11]3[N:158]=[CH:157][N:156]=[C:89]([NH:104][CH2:105][C:107]4[CH:108]=[CH:109][CH:110]=[CH:111][CH:113]=4)[C:10]=3[N:21]=[CH:26]2)[C@H:18]([OH:20])[C@@H:67]1[OH:68])([OH:34])([OH:32])=[O:35].